This data is from Reaction yield outcomes from USPTO patents with 853,638 reactions. The task is: Predict the reaction yield, written as a fraction of the theoretical maximum amount of product (1.0 means a 100% yield; for example, 0.34 means a 34% yield). The reactants are Cl.Cl.[F:3][C:4]1[CH:5]=[CH:6][C:7]2[N:11]=[C:10]([C@@H:12]([NH2:14])[CH3:13])[N:9]([C:15]3[CH:20]=[CH:19][CH:18]=[CH:17][CH:16]=3)[C:8]=2[CH:21]=1.Cl[C:23]1[C:28]2=[N:29][CH:30]=[CH:31][N:27]2[N:26]=[CH:25][N:24]=1.C(N(C(C)C)CC)(C)C. The catalyst is C(O)(C)C.CCOC(C)=O. The product is [F:3][C:4]1[CH:5]=[CH:6][C:7]2[N:11]=[C:10]([C@@H:12]([NH:14][C:23]3[C:28]4=[N:29][CH:30]=[CH:31][N:27]4[N:26]=[CH:25][N:24]=3)[CH3:13])[N:9]([C:15]3[CH:16]=[CH:17][CH:18]=[CH:19][CH:20]=3)[C:8]=2[CH:21]=1. The yield is 0.780.